Dataset: Forward reaction prediction with 1.9M reactions from USPTO patents (1976-2016). Task: Predict the product of the given reaction. Given the reactants [C:1](Cl)(=O)[C:2](Cl)=O.[C:7]([C:10]1[CH:11]=[C:12]([C:17]2[N:22]=[C:21]([C:23]([O:25][CH3:26])=[O:24])[C:20]([Cl:27])=[CH:19][CH:18]=2)[CH:13]=[CH:14][C:15]=1[Cl:16])([OH:9])=O, predict the reaction product. The product is: [Cl:27][C:20]1[C:21]([C:23]([O:25][CH3:26])=[O:24])=[N:22][C:17]([C:12]2[CH:13]=[CH:14][C:15]([Cl:16])=[C:10]([C:7]([NH:22][CH2:21][CH2:20][CH:2]3[CH2:1][CH2:14][CH2:15][CH2:10][CH2:7]3)=[O:9])[CH:11]=2)=[CH:18][CH:19]=1.